The task is: Predict the product of the given reaction.. This data is from Forward reaction prediction with 1.9M reactions from USPTO patents (1976-2016). (1) Given the reactants [S:1]1[CH:5]=[CH:4][C:3]([C:6]([OH:8])=O)=[N:2]1.Cl.[CH3:10][NH:11][O:12][CH3:13].C(NC(C)C)(C)C.CN(C)CCCN=C=NCC, predict the reaction product. The product is: [CH3:13][O:12][N:11]([CH3:10])[C:6]([C:3]1[CH:4]=[CH:5][S:1][N:2]=1)=[O:8]. (2) Given the reactants [NH2:1][C:2]1[CH:22]=[CH:21][C:5]([CH2:6][NH:7][CH:8]=[C:9]2[C:18]3[C:13](=[CH:14][CH:15]=[CH:16][CH:17]=3)[C:12](=[O:19])[NH:11][C:10]2=[O:20])=[CH:4][CH:3]=1.[C:23](Cl)(=[O:28])[CH2:24][CH:25]([CH3:27])[CH3:26], predict the reaction product. The product is: [O:19]=[C:12]1[C:13]2[C:18](=[CH:17][CH:16]=[CH:15][CH:14]=2)[C:9](=[CH:8][NH:7][CH2:6][C:5]2[CH:4]=[CH:3][C:2]([NH:1][C:23](=[O:28])[CH2:24][CH:25]([CH3:27])[CH3:26])=[CH:22][CH:21]=2)[C:10](=[O:20])[NH:11]1. (3) Given the reactants [OH-].[Na+].[CH3:3][O:4][C:5]1[CH:6]=[C:7]([CH:10]=[C:11]([O:17][CH3:18])[C:12]=1[O:13][CH2:14][C:15]#[CH:16])[CH:8]=O.[CH3:19][C:20]([CH3:22])=[O:21].Cl, predict the reaction product. The product is: [CH3:3][O:4][C:5]1[CH:6]=[C:7](/[CH:8]=[CH:19]/[C:20](=[O:21])[CH3:22])[CH:10]=[C:11]([O:17][CH3:18])[C:12]=1[O:13][CH2:14][C:15]#[CH:16]. (4) The product is: [NH2:15][CH2:14][CH2:13][CH2:12][N:8]1[C:9]2[CH:10]=[CH:11][C:2]([Cl:1])=[CH:3][C:4]=2[C:5]2=[N:34][NH:35][C:28]([CH:29]([CH3:31])[CH3:30])=[C:6]2[C:7]1=[O:26]. Given the reactants [Cl:1][C:2]1[CH:3]=[C:4]2[C:9](=[CH:10][CH:11]=1)[N:8]([CH2:12][CH2:13][CH2:14][N:15]1C(=O)C3C(=CC=CC=3)C1=O)[C:7](=[O:26])[CH:6]=[C:5]2O.[C:28](Cl)(=O)[CH:29]([CH3:31])[CH3:30].[NH2:34][NH2:35], predict the reaction product. (5) Given the reactants Br[C:2]1[O:6][C:5]([CH:7]=[O:8])=[CH:4][CH:3]=1.CC1(C)C(C)(C)OB([C:17]2[CH:18]=[C:19]3[C:23](=[CH:24][CH:25]=2)[C:22](=[O:26])[O:21][CH2:20]3)O1.[CH3:28][CH2:29][OH:30], predict the reaction product. The product is: [O:30]1[CH2:29][CH2:28][O:8][CH:7]1[C:5]1[O:6][C:2]([C:17]2[CH:18]=[C:19]3[C:23](=[CH:24][CH:25]=2)[C:22](=[O:26])[O:21][CH2:20]3)=[CH:3][CH:4]=1. (6) Given the reactants [H-].[Na+].[Br:3][C:4]1[CH:9]=[CH:8][CH:7]=[CH:6][C:5]=1[OH:10].Cl[C:12]1[C:13]2[C:18]([N:19]=[C:20]3[C:25]=1[CH:24]=[CH:23][CH:22]=[CH:21]3)=[CH:17][CH:16]=[CH:15][CH:14]=2, predict the reaction product. The product is: [Br:3][C:4]1[CH:9]=[CH:8][CH:7]=[CH:6][C:5]=1[O:10][C:12]1[C:13]2[C:18]([N:19]=[C:20]3[C:25]=1[CH:24]=[CH:23][CH:22]=[CH:21]3)=[CH:17][CH:16]=[CH:15][CH:14]=2. (7) Given the reactants [F:1][C:2]1[CH:7]=[CH:6][C:5]([C:8]2[N:12]=[N:11][N:10]([CH3:13])[C:9]=2[C:14]2[N:15]=[CH:16][N:17]([C:19]3[CH:27]=[CH:26][C:22]([C:23](O)=[O:24])=[CH:21][CH:20]=3)[CH:18]=2)=[CH:4][CH:3]=1.[CH3:28][C:29]1([NH2:33])[CH2:32][O:31][CH2:30]1, predict the reaction product. The product is: [F:1][C:2]1[CH:7]=[CH:6][C:5]([C:8]2[N:12]=[N:11][N:10]([CH3:13])[C:9]=2[C:14]2[N:15]=[CH:16][N:17]([C:19]3[CH:27]=[CH:26][C:22]([C:23]([NH:33][C:29]4([CH3:28])[CH2:32][O:31][CH2:30]4)=[O:24])=[CH:21][CH:20]=3)[CH:18]=2)=[CH:4][CH:3]=1. (8) Given the reactants [F:1][CH:2]([F:10])[CH:3]1[CH2:6][CH:5](C(O)=O)[CH2:4]1.C1C=CC(P([N:25]=[N+]=[N-])(C2C=CC=CC=2)=O)=CC=1.[Cl:28][C:29]1[CH:30]=[C:31]([C:36]2[C:44]([C:45]([NH2:47])=[O:46])=[C:39]3[CH2:40][NH:41][CH2:42][CH2:43][N:38]3[N:37]=2)[CH:32]=[CH:33][C:34]=1[F:35].C1[CH2:52][O:51]CC1, predict the reaction product. The product is: [Cl:28][C:29]1[CH:30]=[C:31]([C:36]2[C:44]([C:45]([NH2:47])=[O:46])=[C:39]3[CH2:40][N:41]([C:52]([NH:25][CH:5]4[CH2:4][CH:3]([CH:2]([F:1])[F:10])[CH2:6]4)=[O:51])[CH2:42][CH2:43][N:38]3[N:37]=2)[CH:32]=[CH:33][C:34]=1[F:35]. (9) Given the reactants [F:1][C:2]([F:27])([F:26])[C:3]1[C:12]([O:13][C@H:14]2[CH2:19][CH2:18][C@@H:17]([C:20]([F:23])([F:22])[F:21])[CH2:16][CH2:15]2)=[CH:11][CH:10]=[C:9]2[C:4]=1[CH:5]=[CH:6][C:7]([CH:24]=O)=[CH:8]2.[NH2:28][CH:29]1[CH2:32][CH:31]([C:33]([OH:35])=[O:34])[C:30]1([CH3:37])[CH3:36].C(O)(=O)C.C(O[BH-](OC(=O)C)OC(=O)C)(=O)C.[Na+], predict the reaction product. The product is: [CH3:36][C:30]1([CH3:37])[CH:29]([NH:28][CH2:24][C:7]2[CH:6]=[CH:5][C:4]3[C:9](=[CH:10][CH:11]=[C:12]([O:13][C@H:14]4[CH2:15][CH2:16][C@@H:17]([C:20]([F:23])([F:22])[F:21])[CH2:18][CH2:19]4)[C:3]=3[C:2]([F:26])([F:1])[F:27])[CH:8]=2)[CH2:32][CH:31]1[C:33]([OH:35])=[O:34].